This data is from Peptide-MHC class I binding affinity with 185,985 pairs from IEDB/IMGT. The task is: Regression. Given a peptide amino acid sequence and an MHC pseudo amino acid sequence, predict their binding affinity value. This is MHC class I binding data. The peptide sequence is YALTEYHAM. The MHC is HLA-B57:01 with pseudo-sequence HLA-B57:01. The binding affinity (normalized) is 0.0847.